Regression. Given two drug SMILES strings and cell line genomic features, predict the synergy score measuring deviation from expected non-interaction effect. From a dataset of NCI-60 drug combinations with 297,098 pairs across 59 cell lines. (1) Drug 1: CCC1(CC2CC(C3=C(CCN(C2)C1)C4=CC=CC=C4N3)(C5=C(C=C6C(=C5)C78CCN9C7C(C=CC9)(C(C(C8N6C)(C(=O)OC)O)OC(=O)C)CC)OC)C(=O)OC)O. Drug 2: CC(C)(C#N)C1=CC=C(C=C1)N2C3=C4C=C(C=CC4=NC=C3N(C2=O)C)C5=CC6=CC=CC=C6N=C5. Cell line: T-47D. Synergy scores: CSS=56.2, Synergy_ZIP=6.01, Synergy_Bliss=5.86, Synergy_Loewe=3.18, Synergy_HSA=9.66. (2) Synergy scores: CSS=75.5, Synergy_ZIP=-0.137, Synergy_Bliss=-2.28, Synergy_Loewe=-7.13, Synergy_HSA=0.898. Cell line: U251. Drug 1: CC1C(C(CC(O1)OC2CC(CC3=C2C(=C4C(=C3O)C(=O)C5=C(C4=O)C(=CC=C5)OC)O)(C(=O)CO)O)N)O.Cl. Drug 2: N.N.Cl[Pt+2]Cl. (3) Drug 1: C1=CC=C(C=C1)NC(=O)CCCCCCC(=O)NO. Drug 2: C1CCC(C(C1)N)N.C(=O)(C(=O)[O-])[O-].[Pt+4]. Cell line: K-562. Synergy scores: CSS=33.2, Synergy_ZIP=-1.54, Synergy_Bliss=-4.38, Synergy_Loewe=-13.3, Synergy_HSA=-3.69. (4) Drug 1: C1CCN(CC1)CCOC2=CC=C(C=C2)C(=O)C3=C(SC4=C3C=CC(=C4)O)C5=CC=C(C=C5)O. Drug 2: CC(CN1CC(=O)NC(=O)C1)N2CC(=O)NC(=O)C2. Cell line: SK-OV-3. Synergy scores: CSS=2.29, Synergy_ZIP=-0.847, Synergy_Bliss=-0.698, Synergy_Loewe=-1.49, Synergy_HSA=-0.976. (5) Drug 1: C1CCC(C1)C(CC#N)N2C=C(C=N2)C3=C4C=CNC4=NC=N3. Drug 2: CCCCCOC(=O)NC1=NC(=O)N(C=C1F)C2C(C(C(O2)C)O)O. Cell line: DU-145. Synergy scores: CSS=0.413, Synergy_ZIP=-3.67, Synergy_Bliss=-4.90, Synergy_Loewe=-8.42, Synergy_HSA=-5.16. (6) Drug 1: CCN(CC)CCCC(C)NC1=C2C=C(C=CC2=NC3=C1C=CC(=C3)Cl)OC. Drug 2: CC(C)NC(=O)C1=CC=C(C=C1)CNNC.Cl. Cell line: T-47D. Synergy scores: CSS=2.68, Synergy_ZIP=8.36, Synergy_Bliss=8.00, Synergy_Loewe=8.89, Synergy_HSA=4.77. (7) Drug 1: COC1=CC(=CC(=C1O)OC)C2C3C(COC3=O)C(C4=CC5=C(C=C24)OCO5)OC6C(C(C7C(O6)COC(O7)C8=CC=CS8)O)O. Drug 2: CC1=C2C(C(=O)C3(C(CC4C(C3C(C(C2(C)C)(CC1OC(=O)C(C(C5=CC=CC=C5)NC(=O)OC(C)(C)C)O)O)OC(=O)C6=CC=CC=C6)(CO4)OC(=O)C)O)C)O. Cell line: DU-145. Synergy scores: CSS=30.2, Synergy_ZIP=-8.72, Synergy_Bliss=-7.92, Synergy_Loewe=-10.6, Synergy_HSA=-3.93. (8) Drug 1: CC12CCC3C(C1CCC2O)C(CC4=C3C=CC(=C4)O)CCCCCCCCCS(=O)CCCC(C(F)(F)F)(F)F. Drug 2: C1C(C(OC1N2C=NC3=C2NC=NCC3O)CO)O. Cell line: OVCAR-4. Synergy scores: CSS=4.42, Synergy_ZIP=0.0693, Synergy_Bliss=1.72, Synergy_Loewe=1.81, Synergy_HSA=0.844. (9) Drug 1: CC(C)(C#N)C1=CC(=CC(=C1)CN2C=NC=N2)C(C)(C)C#N. Drug 2: CN(CC1=CN=C2C(=N1)C(=NC(=N2)N)N)C3=CC=C(C=C3)C(=O)NC(CCC(=O)O)C(=O)O. Cell line: 786-0. Synergy scores: CSS=64.7, Synergy_ZIP=3.95, Synergy_Bliss=2.06, Synergy_Loewe=-9.80, Synergy_HSA=0.898. (10) Drug 1: C1=NC2=C(N1)C(=S)N=C(N2)N. Drug 2: C1CN(CCN1C(=O)CCBr)C(=O)CCBr. Cell line: SR. Synergy scores: CSS=82.3, Synergy_ZIP=2.26, Synergy_Bliss=1.54, Synergy_Loewe=0.156, Synergy_HSA=4.24.